Task: Regression/Classification. Given a drug SMILES string, predict its absorption, distribution, metabolism, or excretion properties. Task type varies by dataset: regression for continuous measurements (e.g., permeability, clearance, half-life) or binary classification for categorical outcomes (e.g., BBB penetration, CYP inhibition). For this dataset (solubility_aqsoldb), we predict Y.. Dataset: Aqueous solubility values for 9,982 compounds from the AqSolDB database (1) The drug is CC(C)C(C)C. The Y is -3.58 log mol/L. (2) The drug is CCCn1cnc2c1c(=O)n(C)c(=O)n2C. The Y is 0.0200 log mol/L. (3) The drug is COCC(C)N(C(=O)CCl)c1c(C)csc1C. The Y is -2.36 log mol/L. (4) The drug is O=[Si]([O-])O.[K+]. The Y is -3.00 log mol/L. (5) The drug is CC(=O)OCCOC(C)=O. The Y is 0.0685 log mol/L. (6) The drug is O=[N+]([O-])C(CCl)([N+](=O)[O-])[N+](=O)[O-]. The Y is -0.259 log mol/L.